This data is from Peptide-MHC class II binding affinity with 134,281 pairs from IEDB. The task is: Regression. Given a peptide amino acid sequence and an MHC pseudo amino acid sequence, predict their binding affinity value. This is MHC class II binding data. The peptide sequence is ISSIDRFFSKELLDQ. The MHC is DRB1_0101 with pseudo-sequence DRB1_0101. The binding affinity (normalized) is 0.428.